Dataset: Full USPTO retrosynthesis dataset with 1.9M reactions from patents (1976-2016). Task: Predict the reactants needed to synthesize the given product. (1) Given the product [CH3:20][O:21][CH:22]([O:25][CH3:26])[CH2:23][O:5][C:4](=[O:6])[C:3]1[C:7]([NH:12][CH3:13])=[CH:8][C:9]([F:11])=[CH:10][C:2]=1[F:1], predict the reactants needed to synthesize it. The reactants are: [F:1][C:2]1[CH:10]=[C:9]([F:11])[CH:8]=[C:7]([NH:12][CH3:13])[C:3]=1[C:4]([OH:6])=[O:5].C(=O)([O-])[O-].[K+].[K+].[CH3:20][O:21][CH:22]([O:25][CH3:26])[CH2:23]Br. (2) Given the product [Cl:17][C:18]1[CH:19]=[C:20]([C:24]#[C:25][C:2]2[N:3]=[C:4]([CH3:16])[N:5]([C:8]3[CH:13]=[N:12][N:11]([CH3:14])[C:10](=[O:15])[CH:9]=3)[C:6]=2[CH3:7])[CH:21]=[CH:22][CH:23]=1, predict the reactants needed to synthesize it. The reactants are: I[C:2]1[N:3]=[C:4]([CH3:16])[N:5]([C:8]2[CH:13]=[N:12][N:11]([CH3:14])[C:10](=[O:15])[CH:9]=2)[C:6]=1[CH3:7].[Cl:17][C:18]1[CH:23]=[CH:22][CH:21]=[C:20]([C:24]#[CH:25])[CH:19]=1. (3) Given the product [CH2:5]([N:4]([CH2:9][CH3:8])[C:29](=[O:28])[C:30]1[CH:12]=[CH:11][C:10]([CH3:17])=[CH:15][CH:14]=1)[CH3:6], predict the reactants needed to synthesize it. The reactants are: CNC.[N:4]1[CH:9]=[CH:8]C=[CH:6][CH:5]=1.[C:10]1([CH3:17])[CH:15]=[CH:14]C(Cl)=[CH:12][CH:11]=1.Cl.CCCCCC.C([O:28][CH2:29][CH3:30])(=O)C. (4) Given the product [Cl:8][C:4]1[CH:5]=[N:6][CH:7]=[C:2]([O:15][CH2:14][CH2:13][C:12]2[CH:16]=[CH:17][CH:18]=[C:10]([Cl:9])[CH:11]=2)[N:3]=1, predict the reactants needed to synthesize it. The reactants are: Cl[C:2]1[CH:7]=[N:6][CH:5]=[C:4]([Cl:8])[N:3]=1.[Cl:9][C:10]1[CH:11]=[C:12]([CH:16]=[CH:17][CH:18]=1)[CH2:13][CH2:14][OH:15].[H-].[Na+]. (5) Given the product [CH3:1][O:5][C:6]1[N:8]=[C:30](/[CH:31]=[CH:26]/[CH:25]=[C:24]2[CH2:23][CH2:48][N:47]([C:45]3[C:44]([N+:54]([O-:56])=[O:55])=[CH:43][CH:42]=[C:41]([CH3:40])[N:46]=3)[CH2:52][CH2:51]2)[CH:29]=[CH:28][CH:27]=1, predict the reactants needed to synthesize it. The reactants are: [C:1]([O:5][C:6]([N:8]1CCC(=C/C=C/C2C=CC=CC=2)CC1)=O)(C)(C)C.[CH2:23](P(=O)(OCC)OCC)[CH:24]=[CH:25][C:26]1[CH:31]=[CH:30][CH:29]=[CH:28][CH:27]=1.[CH3:40][C:41]1[N:46]=[C:45]([N:47]2[CH2:52][CH2:51]C(=O)C[CH2:48]2)[C:44]([N+:54]([O-:56])=[O:55])=[CH:43][CH:42]=1. (6) The reactants are: [NH2:1][CH2:2][C:3]1[CH:30]=[CH:29][CH:28]=[CH:27][C:4]=1[CH2:5][O:6][C:7]1[CH:12]=[C:11]([CH3:13])[N:10]([CH2:14][C:15]2[CH:20]=[CH:19][C:18]([O:21][CH3:22])=[CH:17][C:16]=2[O:23][CH3:24])[C:9](=[O:25])[C:8]=1[Br:26].C(N(CC)CC)C.[C:38]([C:42]1[CH:46]=[C:45]([NH:47][C:48](=O)[O:49]C2C=CC([N+]([O-])=O)=CC=2)[N:44]([C:60]2[CH:65]=[CH:64][CH:63]=[C:62]([F:66])[CH:61]=2)[N:43]=1)([CH3:41])([CH3:40])[CH3:39].BrC1C(=O)N(CC2C=CC(OC)=CC=2)C(C)=CC=1OCC1C=CC=CC=1CNC(NC1N(C2C=CC=C(F)C=2)N=C(C(C)(C)C)C=1)=O. Given the product [Br:26][C:8]1[C:9](=[O:25])[N:10]([CH2:14][C:15]2[CH:20]=[CH:19][C:18]([O:21][CH3:22])=[CH:17][C:16]=2[O:23][CH3:24])[C:11]([CH3:13])=[CH:12][C:7]=1[O:6][CH2:5][C:4]1[CH:27]=[CH:28][CH:29]=[CH:30][C:3]=1[CH2:2][NH:1][C:48]([NH:47][C:45]1[N:44]([C:60]2[CH:65]=[CH:64][CH:63]=[C:62]([F:66])[CH:61]=2)[N:43]=[C:42]([C:38]([CH3:41])([CH3:40])[CH3:39])[CH:46]=1)=[O:49], predict the reactants needed to synthesize it. (7) The reactants are: [Cl:1][C:2]1[C:3]([N:20]2[CH2:25][CH2:24][CH:23]([C:26]([OH:28])=O)[CH2:22][CH2:21]2)=[N:4][C:5]([CH2:13][N:14]2[CH2:18][CH2:17][CH2:16][C:15]2=[O:19])=[C:6]([C:8]([O:10][CH2:11][CH3:12])=[O:9])[CH:7]=1.[F:29][C:30]1[CH:35]=[C:34]([F:36])[CH:33]=[CH:32][C:31]=1[CH2:37][S:38]([NH2:41])(=[O:40])=[O:39]. Given the product [Cl:1][C:2]1[C:3]([N:20]2[CH2:21][CH2:22][CH:23]([C:26](=[O:28])[NH:41][S:38]([CH2:37][C:31]3[CH:32]=[CH:33][C:34]([F:36])=[CH:35][C:30]=3[F:29])(=[O:39])=[O:40])[CH2:24][CH2:25]2)=[N:4][C:5]([CH2:13][N:14]2[CH2:18][CH2:17][CH2:16][C:15]2=[O:19])=[C:6]([CH:7]=1)[C:8]([O:10][CH2:11][CH3:12])=[O:9], predict the reactants needed to synthesize it. (8) Given the product [F:1][C:2]1[CH:7]=[CH:6][C:5]([N:8]2[CH2:13][CH2:12][N:11]([S:14]([CH2:17][CH:18]([CH2:29][CH:30]([CH3:32])[CH3:31])[C:19]([OH:21])=[O:20])(=[O:16])=[O:15])[CH2:10][CH2:9]2)=[CH:4][CH:3]=1, predict the reactants needed to synthesize it. The reactants are: [F:1][C:2]1[CH:7]=[CH:6][C:5]([N:8]2[CH2:13][CH2:12][N:11]([S:14]([CH2:17][CH:18]([CH2:29][CH:30]([CH3:32])[CH3:31])[C:19]([O:21]CC3C=CC=CC=3)=[O:20])(=[O:16])=[O:15])[CH2:10][CH2:9]2)=[CH:4][CH:3]=1. (9) The reactants are: O=C1CCC(=O)N1O[C:9](=[O:31])[CH2:10][CH2:11][CH2:12][CH2:13][CH2:14][CH2:15][CH2:16][CH2:17][CH2:18][CH2:19][CH2:20][CH2:21][CH2:22][CH2:23][C:24]([O:26][C:27]([CH3:30])([CH3:29])[CH3:28])=[O:25].NC[C:34]1[CH:42]=[CH:41][CH:40]=[CH:39][C:35]=1[C:36]([OH:38])=[O:37].O.[CH3:44][N:45]1C(=O)CCC1. Given the product [C:27]([O:26][C:24]([CH2:23][CH2:22][CH2:21][CH2:20][CH2:19][CH2:18][CH2:17][CH2:16][CH2:15][CH2:14][CH2:13][CH2:12][CH2:11][CH2:10][C:9]([NH:45][CH2:44][C:41]1[CH:42]=[CH:34][C:35]([C:36]([OH:38])=[O:37])=[CH:39][CH:40]=1)=[O:31])=[O:25])([CH3:28])([CH3:29])[CH3:30], predict the reactants needed to synthesize it.